Dataset: Forward reaction prediction with 1.9M reactions from USPTO patents (1976-2016). Task: Predict the product of the given reaction. (1) Given the reactants [F:1][C:2]([F:25])([F:24])[C:3]([C:9]1[CH:14]=[CH:13][C:12](B2OC(C)(C)C(C)(C)O2)=[CH:11][CH:10]=1)([OH:8])[C:4]([F:7])([F:6])[F:5].Br[C:27]1[CH:32]=[CH:31][C:30]([NH:33][C:34]([N:36]2[CH2:41][CH2:40][N:39]([CH2:42][C:43]3[CH:48]=[CH:47][N:46]=[CH:45][CH:44]=3)[CH2:38][CH2:37]2)=[O:35])=[CH:29][CH:28]=1.[C:49](=[O:52])([O-])[O-:50].[K+].[K+], predict the reaction product. The product is: [F:25][C:2]([F:1])([F:24])[C:3]([C:9]1[CH:10]=[CH:11][C:12]([C:27]2[CH:28]=[CH:29][C:30]([NH:33][C:34]([N:36]3[CH2:37][CH2:38][N:39]([CH2:42][C:43]4[CH:44]=[CH:45][N:46]=[CH:47][CH:48]=4)[CH2:40][CH2:41]3)=[O:35])=[CH:31][CH:32]=2)=[CH:13][CH:14]=1)([OH:8])[C:4]([F:7])([F:6])[F:5].[C:49]([OH:50])([C:2]([F:25])([F:24])[F:1])=[O:52]. (2) Given the reactants [CH3:1][O:2][C:3](=[O:13])[C:4]1[CH:9]=[CH:8][C:7]([CH:10]=[O:11])=[CH:6][C:5]=1Br.C(N(CC)CC)C.[CH:21]#[C:22][CH2:23][CH2:24][CH3:25], predict the reaction product. The product is: [CH3:1][O:2][C:3](=[O:13])[C:4]1[CH:9]=[CH:8][C:7]([CH:10]=[O:11])=[CH:6][C:5]=1[C:21]#[C:22][CH2:23][CH2:24][CH3:25].